Task: Predict the reactants needed to synthesize the given product.. Dataset: Full USPTO retrosynthesis dataset with 1.9M reactions from patents (1976-2016) (1) Given the product [CH2:29]([O:1][C:2]([C:5]1[N:9]([CH2:10][CH:11]2[CH2:12][CH2:13][O:14][CH2:15][CH2:16]2)[C:8]2[CH:17]=[CH:18][C:19]([N:21]([CH3:25])[C:22](=[O:24])[CH3:23])=[CH:20][C:7]=2[N:6]=1)([CH3:4])[CH3:3])[CH3:30], predict the reactants needed to synthesize it. The reactants are: [OH:1][C:2]([C:5]1[N:9]([CH2:10][CH:11]2[CH2:16][CH2:15][O:14][CH2:13][CH2:12]2)[C:8]2[CH:17]=[CH:18][C:19]([N:21]([CH3:25])[C:22](=[O:24])[CH3:23])=[CH:20][C:7]=2[N:6]=1)([CH3:4])[CH3:3].[H-].[Na+].I[CH2:29][CH3:30]. (2) Given the product [Cl:13][C:10]1[CH:11]=[CH:12][C:7]([N:6]2[C:2]([N:56]3[CH2:57][CH2:58][N:53]([C:44](=[N:43][C:41]#[N:42])[NH:45][C:46]4[CH:51]=[CH:50][CH:49]=[CH:48][C:47]=4[CH3:52])[CH2:54][CH:55]3[C:59]3[CH:64]=[CH:63][CH:62]=[CH:61][CH:60]=3)=[N:3][N:4]=[N:5]2)=[CH:8][CH:9]=1, predict the reactants needed to synthesize it. The reactants are: Cl[C:2]1[N:6]([C:7]2[CH:12]=[CH:11][C:10]([Cl:13])=[CH:9][CH:8]=2)[N:5]=[N:4][N:3]=1.C1OCCOCCOCCOCCOCCOC1.[F-].[K+].C(N(CC)CC)C.[C:41]([N:43]=[C:44]([N:53]1[CH2:58][CH2:57][NH:56][CH:55]([C:59]2[CH:64]=[CH:63][CH:62]=[CH:61][CH:60]=2)[CH2:54]1)[NH:45][C:46]1[CH:51]=[CH:50][CH:49]=[CH:48][C:47]=1[CH3:52])#[N:42]. (3) Given the product [CH3:7][C:4]1[N:3]([C:8]2[CH:12]=[C:11]([C:13](=[O:14])[CH3:19])[NH:10][N:9]=2)[C:2]([CH3:1])=[CH:6][CH:5]=1, predict the reactants needed to synthesize it. The reactants are: [CH3:1][C:2]1[N:3]([C:8]2[CH:12]=[C:11]([C:13](N(OC)C)=[O:14])[NH:10][N:9]=2)[C:4]([CH3:7])=[CH:5][CH:6]=1.[CH3:19][Mg+].[Br-]. (4) Given the product [NH2:1][C:2]1[C:7]([C:8]#[N:9])=[C:6]([NH:10][C@H:11]([C:13]2[N:22]([C:23]3[CH:28]=[CH:27][CH:26]=[C:25]([NH2:29])[CH:24]=3)[C:21](=[O:32])[C:20]3[C:15](=[CH:16][CH:17]=[CH:18][C:19]=3[Cl:33])[N:14]=2)[CH3:12])[N:5]=[CH:4][N:3]=1, predict the reactants needed to synthesize it. The reactants are: [NH2:1][C:2]1[C:7]([C:8]#[N:9])=[C:6]([NH:10][C@H:11]([C:13]2[N:22]([C:23]3[CH:28]=[CH:27][CH:26]=[C:25]([N+:29]([O-])=O)[CH:24]=3)[C:21](=[O:32])[C:20]3[C:15](=[CH:16][CH:17]=[CH:18][C:19]=3[Cl:33])[N:14]=2)[CH3:12])[N:5]=[CH:4][N:3]=1.C(OC(=O)N[C@H](C1N(C2C=CC=C([N+]([O-])=O)C=2)C(=O)C2C(=CC=CC=2Cl)N=1)C)(C)(C)C.C(=O)([O-])O.[Na+]. (5) Given the product [CH2:6]([N:8]1[C:17]2[C:12](=[CH:13][C:14]([CH3:32])=[C:15]([C:18]3[CH:19]=[C:20]([CH:21]=[CH2:1])[CH:23]=[CH:24][C:25]=3[O:26][CH2:27][C:28]([F:30])([F:31])[F:29])[CH:16]=2)[C:11]([CH3:34])([CH3:33])[CH2:10][C:9]1=[O:35])[CH3:7], predict the reactants needed to synthesize it. The reactants are: [CH2:1]([Li])CCC.[CH2:6]([N:8]1[C:17]2[C:12](=[CH:13][C:14]([CH3:32])=[C:15]([C:18]3[CH:19]=[C:20]([CH:23]=[CH:24][C:25]=3[O:26][CH2:27][C:28]([F:31])([F:30])[F:29])[CH:21]=O)[CH:16]=2)[C:11]([CH3:34])([CH3:33])[CH2:10][C:9]1=[O:35])[CH3:7]. (6) Given the product [N:75]([CH2:11][C@H:10]([CH3:13])[C@H:9]([C@H:14]1[CH2:18][O:17][C:16]([CH3:20])([CH3:19])[N:15]1[C:21]([O:23][C:24]([CH3:27])([CH3:26])[CH3:25])=[O:22])[O:8][Si:1]([C:4]([CH3:7])([CH3:6])[CH3:5])([CH3:3])[CH3:2])=[N+:76]=[N-:77], predict the reactants needed to synthesize it. The reactants are: [Si:1]([O:8][C@@H:9]([C@H:14]1[CH2:18][O:17][C:16]([CH3:20])([CH3:19])[N:15]1[C:21]([O:23][C:24]([CH3:27])([CH3:26])[CH3:25])=[O:22])[C@@H:10]([CH3:13])[CH2:11]O)([C:4]([CH3:7])([CH3:6])[CH3:5])([CH3:3])[CH3:2].CC(OC(/N=N/C(OC(C)C)=O)=O)C.C1C=CC(P(C2C=CC=CC=2)C2C=CC=CC=2)=CC=1.C1C=CC(P([N:75]=[N+:76]=[N-:77])(C2C=CC=CC=2)=O)=CC=1.